This data is from Reaction yield outcomes from USPTO patents with 853,638 reactions. The task is: Predict the reaction yield, written as a fraction of the theoretical maximum amount of product (1.0 means a 100% yield; for example, 0.34 means a 34% yield). The reactants are O[C:2]1[CH:7]=[CH:6][C:5]([C:8]2[C:16]3[C:11](=[CH:12][CH:13]=[C:14]([C:17]#[N:18])[CH:15]=3)[N:10](C3CCCCO3)[N:9]=2)=[CH:4][CH:3]=1.C1(P(C2C=CC=CC=2)C2C=CC=CC=2)C=CC=CC=1.[CH3:44][N:45]([CH3:49])[CH2:46][CH2:47][OH:48].N(C(OCC)=O)=NC(OCC)=[O:53]. The catalyst is CCOC(C)=O. The product is [CH3:44][N:45]([CH3:49])[CH2:46][CH2:47][O:48][C:2]1[CH:7]=[CH:6][C:5]([C:8]2[C:16]3[C:11](=[CH:12][CH:13]=[C:14]([C:17]([NH2:18])=[O:53])[CH:15]=3)[NH:10][N:9]=2)=[CH:4][CH:3]=1. The yield is 0.214.